From a dataset of Forward reaction prediction with 1.9M reactions from USPTO patents (1976-2016). Predict the product of the given reaction. Given the reactants Cl[C:2]1[C:7]2[CH:8]=[C:9]([S:11]([O-:13])=[O:12])[S:10][C:6]=2[CH:5]=[CH:4][N:3]=1.[Li+].[CH3:15][O:16][C:17]1[CH:18]=[C:19]([CH:22]=[C:23]([O:25][CH3:26])[CH:24]=1)[CH2:20]Br.[C:27]([O:31][C:32]([N:34]1[CH2:39][CH2:38][NH:37][CH2:36][CH2:35]1)=[O:33])([CH3:30])([CH3:29])[CH3:28], predict the reaction product. The product is: [CH3:15][O:16][C:17]1[CH:18]=[C:19]([CH:22]=[C:23]([O:25][CH3:26])[CH:24]=1)[CH2:20][S:11]([C:9]1[S:10][C:6]2[CH:5]=[CH:4][N:3]=[C:2]([N:37]3[CH2:36][CH2:35][N:34]([C:32]([O:31][C:27]([CH3:30])([CH3:29])[CH3:28])=[O:33])[CH2:39][CH2:38]3)[C:7]=2[CH:8]=1)(=[O:13])=[O:12].